Dataset: Forward reaction prediction with 1.9M reactions from USPTO patents (1976-2016). Task: Predict the product of the given reaction. (1) Given the reactants [NH2:1]N.[F:3][C:4]1[CH:9]=[CH:8][C:7]([CH:10]2[CH2:15][CH2:14][N:13]([CH2:16][CH2:17][CH2:18]C3C=CC=C4C(NC(=O)C=34)=O)[CH2:12][CH2:11]2)=[CH:6][CH:5]=1, predict the reaction product. The product is: [F:3][C:4]1[CH:5]=[CH:6][C:7]([CH:10]2[CH2:11][CH2:12][N:13]([CH2:16][CH2:17][CH2:18][NH2:1])[CH2:14][CH2:15]2)=[CH:8][CH:9]=1. (2) The product is: [CH3:1][C:2]1([CH2:9][CH2:10][C:11](=[O:14])[CH2:12][CH3:13])[C:6](=[O:7])[CH2:5][CH2:4][C:3]1=[O:8]. Given the reactants [CH3:1][CH:2]1[C:6](=[O:7])[CH2:5][CH2:4][C:3]1=[O:8].[CH2:9]=[CH:10][C:11](=[O:14])[CH2:12][CH3:13].N12CCN(CC1)CC2.Cl, predict the reaction product. (3) Given the reactants [F:1][C:2]1[CH:3]=[C:4]([CH2:28][CH2:29][C:30]([O:32]CC)=[O:31])[CH:5]=[C:6]([F:27])[C:7]=1[O:8][CH2:9][C:10]1[C:11]([C:19]2[CH:20]=[N:21][C:22]([O:25][CH3:26])=[CH:23][CH:24]=2)=[N:12][S:13][C:14]=1[C:15]([F:18])([F:17])[F:16].COC1C=CC(C(N)=O)=CN=1.O1CCCC1.[Li+].[OH-], predict the reaction product. The product is: [F:1][C:2]1[CH:3]=[C:4]([CH2:28][CH2:29][C:30]([OH:32])=[O:31])[CH:5]=[C:6]([F:27])[C:7]=1[O:8][CH2:9][C:10]1[C:11]([C:19]2[CH:20]=[N:21][C:22]([O:25][CH3:26])=[CH:23][CH:24]=2)=[N:12][S:13][C:14]=1[C:15]([F:16])([F:17])[F:18]. (4) Given the reactants [CH3:1][O:2][C:3]1[CH:35]=[CH:34][C:6]([O:7][C:8]2[CH:33]=[CH:32][C:11]([CH2:12][NH:13][C:14]([C:16]3([NH:19][C:20]([C:22]4[CH:23]=[N:24][C:25](S(C)(=O)=O)=[N:26][CH:27]=4)=[O:21])[CH2:18][CH2:17]3)=[O:15])=[CH:10][CH:9]=2)=[C:5]([C:36]([F:39])([F:38])[F:37])[CH:4]=1.[C-:40]#[N:41].[K+].N, predict the reaction product. The product is: [CH3:1][O:2][C:3]1[CH:35]=[CH:34][C:6]([O:7][C:8]2[CH:33]=[CH:32][C:11]([CH2:12][NH:13][C:14]([C:16]3([NH:19][C:20]([C:22]4[CH:23]=[N:24][C:25]([C:40]#[N:41])=[N:26][CH:27]=4)=[O:21])[CH2:18][CH2:17]3)=[O:15])=[CH:10][CH:9]=2)=[C:5]([C:36]([F:39])([F:38])[F:37])[CH:4]=1. (5) The product is: [F:1][C:2]([F:32])([F:33])[C:3]([C:28]([F:29])([F:30])[F:31])([OH:27])/[CH:4]=[CH:5]\[CH2:6][C@@:7]([C@@H:16]1[C@:24]2([CH3:25])[C@H:19]([C@@H:20]([OH:26])[CH2:21][CH2:22][CH2:23]2)[CH2:18][CH2:17]1)([CH3:15])[CH2:8][CH2:9][CH2:10][C:11]([CH3:14])([OH:13])[CH3:12]. Given the reactants [F:1][C:2]([F:33])([F:32])[C:3]([C:28]([F:31])([F:30])[F:29])([OH:27])[C:4]#[C:5][CH2:6][C@@:7]([C@@H:16]1[C@:24]2([CH3:25])[C@H:19]([C@@H:20]([OH:26])[CH2:21][CH2:22][CH2:23]2)[CH2:18][CH2:17]1)([CH3:15])[CH2:8][CH2:9][CH2:10][C:11]([CH3:14])([OH:13])[CH3:12].N1C2C(=CC=CC=2)C=CC=1.[H][H], predict the reaction product. (6) The product is: [N:11]1([C:14]2[CH:15]=[C:16]([CH:17]=[CH:18][CH:19]=2)[O:20][C:21]2[N:22]=[C:23]([N:33]3[CH2:38][CH2:37][N:36]4[C:39]([C:42]([F:43])([F:44])[F:45])=[N:40][N:41]=[C:35]4[CH2:34]3)[C:24]3[CH:29]=[C:28]([CH2:30][CH2:31][CH3:32])[S:27][C:25]=3[N:26]=2)[CH2:12][CH2:13][NH:8][CH2:9][CH2:10]1. Given the reactants C(OC([N:8]1[CH2:13][CH2:12][N:11]([C:14]2[CH:19]=[CH:18][CH:17]=[C:16]([O:20][C:21]3[N:22]=[C:23]([N:33]4[CH2:38][CH2:37][N:36]5[C:39]([C:42]([F:45])([F:44])[F:43])=[N:40][N:41]=[C:35]5[CH2:34]4)[C:24]4[CH:29]=[C:28]([CH2:30][CH2:31][CH3:32])[S:27][C:25]=4[N:26]=3)[CH:15]=2)[CH2:10][CH2:9]1)=O)(C)(C)C, predict the reaction product. (7) Given the reactants FC(F)(F)C(O)=[O:4].ClC1C=CC(C2NC(C3C=CC(OC)=CC=3OCC)=NC2C)=CC=1.[Cl:32][C:33]1[CH:38]=[CH:37][C:36]([CH:39]2[N:43]([C:44]([N:46]3[CH2:51][CH2:50][N:49](C)[CH2:48][CH2:47]3)=[O:45])[C:42]([C:53]3[CH:58]=[CH:57][C:56]([O:59][CH3:60])=[CH:55][C:54]=3[O:61][CH2:62][CH3:63])=[N:41][CH:40]2[CH2:64]C2CCCC2)=[CH:35][CH:34]=1, predict the reaction product. The product is: [Cl:32][C:33]1[CH:34]=[CH:35][C:36]([CH:39]2[N:43]([C:44]([N:46]3[CH2:47][CH2:48][NH:49][C:50](=[O:4])[CH2:51]3)=[O:45])[C:42]([C:53]3[CH:58]=[CH:57][C:56]([O:59][CH3:60])=[CH:55][C:54]=3[O:61][CH2:62][CH3:63])=[N:41][CH:40]2[CH3:64])=[CH:37][CH:38]=1.